The task is: Predict the reaction yield, written as a fraction of the theoretical maximum amount of product (1.0 means a 100% yield; for example, 0.34 means a 34% yield).. This data is from Reaction yield outcomes from USPTO patents with 853,638 reactions. (1) The reactants are [Cl:1][C:2]1[CH:3]=[C:4]([CH:8]=[CH:9][C:10]=1[NH:11][C:12]1[CH2:17][CH2:16][CH2:15][C:14](=[O:18])[C:13]=1[CH3:19])[C:5]([OH:7])=O.[NH2:20][C:21]1[C:22]([CH3:27])=[CH:23][CH:24]=[CH:25][CH:26]=1. The catalyst is CCOC(C)=O. The product is [Cl:1][C:2]1[CH:3]=[C:4]([CH:8]=[CH:9][C:10]=1[NH:11][C:12]1[CH2:17][CH2:16][CH2:15][C:14](=[O:18])[C:13]=1[CH3:19])[C:5]([NH:20][C:21]1[CH:26]=[CH:25][CH:24]=[CH:23][C:22]=1[CH3:27])=[O:7]. The yield is 0.0300. (2) The reactants are [CH2:1]([O:4][C:5]([NH:7][C@H:8]([CH:18]=[O:19])[CH2:9][CH2:10][C:11]([O:13][C:14]([CH3:17])([CH3:16])[CH3:15])=O)=[O:6])[CH:2]=[CH2:3].C([O-])(=O)C.[Na+].[NH2:25][NH:26][C:27]([NH2:29])=[O:28]. The catalyst is CO. The product is [CH2:1]([O:4][C:5]([NH:7][C@H:8]([CH:18]=[O:19])[CH2:9][CH2:10][C:11](=[N:25][NH:26][C:27]([NH2:29])=[O:28])[O:13][C:14]([CH3:17])([CH3:16])[CH3:15])=[O:6])[CH:2]=[CH2:3]. The yield is 0.730. (3) The reactants are [NH2:1][C:2]1[C:3]([C:9]#[N:10])=[N:4][C:5]([Br:8])=[CH:6][N:7]=1.Cl.[NH2:12][OH:13].C(N(CC)CC)C. The catalyst is CO. The product is [NH2:1][C:2]1[C:3]([C:9](=[NH:10])[NH:12][OH:13])=[N:4][C:5]([Br:8])=[CH:6][N:7]=1. The yield is 0.770. (4) The product is [CH3:1][O:2][C:3](=[O:12])[C:4]1[CH:9]=[CH:8][C:7]([CH2:18][O:19][CH3:20])=[N:6][C:5]=1[NH2:11]. The yield is 0.630. The reactants are [CH3:1][O:2][C:3](=[O:12])[C:4]1[CH:9]=[CH:8][C:7](Cl)=[N:6][C:5]=1[NH2:11].C([Sn](CCCC)(CCCC)[CH2:18][O:19][CH3:20])CCC.CN1CCCC1=O.[F-].[K+]. The catalyst is C1C=CC([P]([Pd]([P](C2C=CC=CC=2)(C2C=CC=CC=2)C2C=CC=CC=2)([P](C2C=CC=CC=2)(C2C=CC=CC=2)C2C=CC=CC=2)[P](C2C=CC=CC=2)(C2C=CC=CC=2)C2C=CC=CC=2)(C2C=CC=CC=2)C2C=CC=CC=2)=CC=1.C(OCC)(=O)C. (5) The reactants are [OH-].[Na+].C([N:6]([C:14]1[CH:19]=[C:18]([CH3:20])[C:17]([Br:21])=[C:16]([CH3:22])[CH:15]=1)[CH2:7][CH2:8][O:9]C(=O)CBr)(=O)C. The catalyst is CCO.C(OCC)(=O)C. The product is [Br:21][C:17]1[C:18]([CH3:20])=[CH:19][C:14]([NH:6][CH2:7][CH2:8][OH:9])=[CH:15][C:16]=1[CH3:22]. The yield is 0.680. (6) The reactants are C[O:2][C:3](=[O:39])[C@@H:4]([NH:8][S:9]([C:12]1[CH:17]=[CH:16][C:15]([C:18]2[CH:23]=[CH:22][C:21]([NH:24][C:25]([C:27]3[O:28][C:29]4[CH:36]=[CH:35][CH:34]=[C:33]([O:37][CH3:38])[C:30]=4[C:31]=3[CH3:32])=[O:26])=[CH:20][CH:19]=2)=[CH:14][CH:13]=1)(=[O:11])=[O:10])[CH:5]([CH3:7])[CH3:6].[Li+].[OH-]. The catalyst is C1COCC1. The product is [CH3:38][O:37][C:33]1[C:30]2[C:31]([CH3:32])=[C:27]([C:25]([NH:24][C:21]3[CH:20]=[CH:19][C:18]([C:15]4[CH:16]=[CH:17][C:12]([S:9]([NH:8][C@@H:4]([CH:5]([CH3:6])[CH3:7])[C:3]([OH:39])=[O:2])(=[O:10])=[O:11])=[CH:13][CH:14]=4)=[CH:23][CH:22]=3)=[O:26])[O:28][C:29]=2[CH:36]=[CH:35][CH:34]=1. The yield is 0.810.